Dataset: Catalyst prediction with 721,799 reactions and 888 catalyst types from USPTO. Task: Predict which catalyst facilitates the given reaction. (1) Reactant: [O:1]1[C:10]2[C:5](=[CH:6][CH:7]=[CH:8][CH:9]=2)[CH:4]([CH2:11][C:12](OCC)=[O:13])[CH2:3][CH2:2]1.[H-].[Al+3].[Li+].[H-].[H-].[H-].[Cl-].[NH4+].C(OCC)(=O)C. Product: [O:1]1[C:10]2[C:5](=[CH:6][CH:7]=[CH:8][CH:9]=2)[CH:4]([CH2:11][CH2:12][OH:13])[CH2:3][CH2:2]1. The catalyst class is: 1. (2) Reactant: [CH2:1]([NH:8][CH:9]1[CH2:15][CH2:14][CH2:13][C:12]2[CH:16]=[CH:17][C:18]([O:20][CH:21]([CH3:23])[CH3:22])=[CH:19][C:11]=2[CH2:10]1)[C:2]1[CH:7]=[CH:6][CH:5]=[CH:4][CH:3]=1.[O:24]([CH2:31][C@H:32]1[O:34][CH2:33]1)[C:25]1[CH:30]=[CH:29][CH:28]=[CH:27][CH:26]=1.FC(F)(F)S([O-])(=O)=O.[Yb+3].FC(F)(F)S([O-])(=O)=O.FC(F)(F)S([O-])(=O)=O.C(=O)([O-])O.[Na+]. Product: [CH2:1]([N:8]([CH2:33][C@H:32]([OH:34])[CH2:31][O:24][C:25]1[CH:30]=[CH:29][CH:28]=[CH:27][CH:26]=1)[CH:9]1[CH2:15][CH2:14][CH2:13][C:12]2[CH:16]=[CH:17][C:18]([O:20][CH:21]([CH3:23])[CH3:22])=[CH:19][C:11]=2[CH2:10]1)[C:2]1[CH:3]=[CH:4][CH:5]=[CH:6][CH:7]=1. The catalyst class is: 4. (3) Reactant: [C:1]([N:4]1[C:12]2[C:7](=[CH:8][CH:9]=[CH:10][CH:11]=2)[CH2:6][CH:5]1[C:13](=S)[NH2:14])(=[O:3])[CH3:2].[C:16]([NH:21][NH2:22])(=O)[CH2:17][CH2:18][CH3:19]. Product: [C:1]([N:4]1[C:12]2[C:7](=[CH:8][CH:9]=[CH:10][CH:11]=2)[CH2:6][CH:5]1[C:13]1[N:14]=[C:16]([CH2:17][CH2:18][CH3:19])[NH:21][N:22]=1)(=[O:3])[CH3:2]. The catalyst class is: 51.